This data is from Reaction yield outcomes from USPTO patents with 853,638 reactions. The task is: Predict the reaction yield, written as a fraction of the theoretical maximum amount of product (1.0 means a 100% yield; for example, 0.34 means a 34% yield). (1) The reactants are [CH3:1][N:2]([CH3:15])[C:3]([C:5]1[CH:6]=[C:7]([CH:12]=[CH:13][CH:14]=1)[C:8]([O:10]C)=[O:9])=[O:4].O.[OH-].[Li+].Cl. The catalyst is CO.O. The product is [CH3:1][N:2]([CH3:15])[C:3]([C:5]1[CH:6]=[C:7]([CH:12]=[CH:13][CH:14]=1)[C:8]([OH:10])=[O:9])=[O:4]. The yield is 0.990. (2) The reactants are [OH-].[NH4+:2].F[C:4]1[C:9]([F:10])=[C:8]([F:11])[N:7]=[C:6]([C:12]#[N:13])[CH:5]=1. No catalyst specified. The product is [NH2:2][C:4]1[C:9]([F:10])=[C:8]([F:11])[N:7]=[C:6]([C:12]#[N:13])[CH:5]=1. The yield is 0.244. (3) The reactants are [NH2:1][C:2]1[CH:7]=[CH:6][N:5]([CH:8]2[O:18][CH:17]3[CH:10]([O:11][Si:12]([CH:28]([CH3:30])[CH3:29])([CH:25]([CH3:27])[CH3:26])[O:13][Si:14]([CH:22]([CH3:24])[CH3:23])([CH:19]([CH3:21])[CH3:20])[O:15][CH2:16]3)[C:9]2([F:32])[F:31])[C:4](=[O:33])[N:3]=1.[C:34](=O)([O:46]C1C=CC([N+]([O-])=O)=CC=1)[O:35][CH2:36][C:37]1[O:38][C:39]2[CH:45]=[CH:44][CH:43]=[CH:42][C:40]=2[CH:41]=1. The catalyst is C1COCC1. The product is [F:32][C:9]1([F:31])[CH:10]2[O:11][Si:12]([CH:25]([CH3:27])[CH3:26])([CH:28]([CH3:30])[CH3:29])[O:13][Si:14]([CH:19]([CH3:20])[CH3:21])([CH:22]([CH3:23])[CH3:24])[O:15][CH2:16][CH:17]2[O:18][CH:8]1[N:5]1[CH:6]=[CH:7][C:2]([NH:1][C:34](=[O:46])[O:35][CH2:36][C:37]2[O:38][C:39]3[CH:45]=[CH:44][CH:43]=[CH:42][C:40]=3[CH:41]=2)=[N:3][C:4]1=[O:33]. The yield is 0.870. (4) The reactants are [NH2:1][CH2:2][C:3]1[S:7][C:6]([S:8]([NH:11][CH2:12][CH2:13][CH2:14][CH2:15][CH2:16][CH2:17][CH2:18][CH2:19][CH2:20][CH2:21][CH2:22][CH3:23])(=[O:10])=[O:9])=[CH:5][CH:4]=1.[F:24][C:25]([F:35])([F:34])[C:26]1[CH:33]=[CH:32][C:29]([CH:30]=O)=[CH:28][CH:27]=1.[BH-](OC(C)=O)(OC(C)=O)OC(C)=O.[Na+].C([O-])(O)=O.[Na+]. The catalyst is ClCCCl. The product is [CH2:12]([NH:11][S:8]([C:6]1[S:7][C:3]([CH2:2][NH:1][CH2:30][C:29]2[CH:28]=[CH:27][C:26]([C:25]([F:24])([F:34])[F:35])=[CH:33][CH:32]=2)=[CH:4][CH:5]=1)(=[O:9])=[O:10])[CH2:13][CH2:14][CH2:15][CH2:16][CH2:17][CH2:18][CH2:19][CH2:20][CH2:21][CH2:22][CH3:23]. The yield is 0.640. (5) The reactants are C([O:3][C:4](=[O:43])[C:5]([CH3:42])([O:7][C:8]1[CH:13]=[CH:12][C:11]([CH2:14][N:15]([C:25]2[N:26]([CH3:40])[N:27]=[C:28]([C:30]3[CH:35]=[CH:34][C:33]([C:36]([F:39])([F:38])[F:37])=[CH:32][CH:31]=3)[CH:29]=2)[CH2:16][C:17]2[CH:22]=[CH:21][CH:20]=[CH:19][C:18]=2[O:23][CH3:24])=[CH:10][C:9]=1[CH3:41])[CH3:6])C.[OH-].[Na+]. The catalyst is CCO. The product is [CH3:42][C:5]([O:7][C:8]1[CH:13]=[CH:12][C:11]([CH2:14][N:15]([C:25]2[N:26]([CH3:40])[N:27]=[C:28]([C:30]3[CH:35]=[CH:34][C:33]([C:36]([F:38])([F:37])[F:39])=[CH:32][CH:31]=3)[CH:29]=2)[CH2:16][C:17]2[CH:22]=[CH:21][CH:20]=[CH:19][C:18]=2[O:23][CH3:24])=[CH:10][C:9]=1[CH3:41])([CH3:6])[C:4]([OH:43])=[O:3]. The yield is 0.220.